Dataset: Forward reaction prediction with 1.9M reactions from USPTO patents (1976-2016). Task: Predict the product of the given reaction. Given the reactants [F:1][C:2]1[C:3]([CH3:35])=[C:4]([NH:8][C:9]2[N:14]3[N:15]=[CH:16][C:17]([C:18](O)=[O:19])=[C:13]3[N:12]=[CH:11][C:10]=2[C:21]([N:23]2[CH2:28][CH2:27][CH:26]([C:29]3[CH:34]=[CH:33][CH:32]=[CH:31][CH:30]=3)[CH2:25][CH2:24]2)=[O:22])[CH:5]=[CH:6][CH:7]=1.[CH2:36]([S:38]([NH2:41])(=[O:40])=[O:39])[CH3:37], predict the reaction product. The product is: [F:1][C:2]1[C:3]([CH3:35])=[C:4]([NH:8][C:9]2[N:14]3[N:15]=[CH:16][C:17]([C:18]([NH:41][S:38]([CH2:36][CH3:37])(=[O:40])=[O:39])=[O:19])=[C:13]3[N:12]=[CH:11][C:10]=2[C:21]([N:23]2[CH2:28][CH2:27][CH:26]([C:29]3[CH:30]=[CH:31][CH:32]=[CH:33][CH:34]=3)[CH2:25][CH2:24]2)=[O:22])[CH:5]=[CH:6][CH:7]=1.